Dataset: Full USPTO retrosynthesis dataset with 1.9M reactions from patents (1976-2016). Task: Predict the reactants needed to synthesize the given product. (1) Given the product [NH2:13][C:2]1[N:10]=[C:9]([Cl:11])[CH:8]=[C:7]([Cl:12])[C:3]=1[C:4]([NH2:6])=[O:5], predict the reactants needed to synthesize it. The reactants are: Cl[C:2]1[N:10]=[C:9]([Cl:11])[CH:8]=[C:7]([Cl:12])[C:3]=1[C:4]([NH2:6])=[O:5].[NH3:13]. (2) Given the product [F:1][C@H:2]([C:4]1[S:8][C:7]2=[N:9][C:10]([C:12]3[O:13][C:14]4[CH:20]=[C:19]([O:21][CH3:22])[CH:18]=[C:17]([O:23][CH2:25][C:26]5[N:27]=[C:28]([C:31]6[CH:41]=[CH:40][C:34]([C:35]([N:37]([CH3:38])[CH3:39])=[O:36])=[CH:33][CH:32]=6)[S:29][CH:30]=5)[C:15]=4[CH:16]=3)=[CH:11][N:6]2[N:5]=1)[CH3:3], predict the reactants needed to synthesize it. The reactants are: [F:1][C@H:2]([C:4]1[S:8][C:7]2=[N:9][C:10]([C:12]3[O:13][C:14]4[C:15](=[C:17]([OH:23])[CH:18]=[C:19]([O:21][CH3:22])[CH:20]=4)[CH:16]=3)=[CH:11][N:6]2[N:5]=1)[CH3:3].O[CH2:25][C:26]1[N:27]=[C:28]([C:31]2[CH:41]=[CH:40][C:34]([C:35]([N:37]([CH3:39])[CH3:38])=[O:36])=[CH:33][CH:32]=2)[S:29][CH:30]=1.C(P(CCCC)CCCC)CCC.N(C(N1CCCCC1)=O)=NC(N1CCCCC1)=O. (3) Given the product [C:11]([C:15]1[CH:16]=[C:17]2[C:22](=[C:23]([F:25])[CH:24]=1)[C:21](=[O:26])[N:20]([C:6]1[CH:7]=[CH:8][N:9]=[C:2]([Cl:1])[C:3]=1[CH:4]=[O:5])[N:19]=[CH:18]2)([CH3:14])([CH3:12])[CH3:13], predict the reactants needed to synthesize it. The reactants are: [Cl:1][C:2]1[N:9]=[CH:8][CH:7]=[C:6](I)[C:3]=1[CH:4]=[O:5].[C:11]([C:15]1[CH:16]=[C:17]2[C:22](=[C:23]([F:25])[CH:24]=1)[C:21](=[O:26])[NH:20][N:19]=[CH:18]2)([CH3:14])([CH3:13])[CH3:12].C(=O)([O-])[O-].[K+].[K+].CS(C)=O. (4) Given the product [NH2:8][C:9]1[C:17]2[C:12](=[C:13]([F:33])[C:14]([O:30][CH2:31][CH3:32])=[C:15]([NH:18][C:19]([NH:21][CH2:22][C:23]3[CH:28]=[CH:27][CH:26]=[C:25]([F:29])[CH:24]=3)=[O:20])[CH:16]=2)[NH:11][N:10]=1, predict the reactants needed to synthesize it. The reactants are: C(OC([NH:8][C:9]1[C:17]2[C:12](=[C:13]([F:33])[C:14]([O:30][CH2:31][CH3:32])=[C:15]([NH:18][C:19]([NH:21][CH2:22][C:23]3[CH:28]=[CH:27][CH:26]=[C:25]([F:29])[CH:24]=3)=[O:20])[CH:16]=2)[N:11](C(OC(C)(C)C)=O)[N:10]=1)=O)(C)(C)C.Cl.O1CCOCC1. (5) The reactants are: C(N1CCC(C(O)=O)CC1)(OC(C)(C)C)=O.[Cl-].[CH3:18][N:19]([CH3:33])[CH:20]1[CH2:24][CH2:23][N:22]([C:25]2[CH:30]=[CH:29][C:28](NC)=[CH:27][CH:26]=2)[CH2:21]1.CN(C)C1CCN(C2C=C[C:44]([NH:47][C:48]([CH:50]3[CH2:55][CH2:54][N:53]([C:56]([O:58][C:59]([CH3:62])([CH3:61])[CH3:60])=[O:57])[CH2:52][CH2:51]3)=[O:49])=CC=2)C1. Given the product [CH3:33][N:19]([CH3:18])[CH:20]1[CH2:24][CH2:23][N:22]([C:25]2[CH:26]=[CH:27][C:28]([CH2:44][NH:47][C:48]([CH:50]3[CH2:51][CH2:52][N:53]([C:56]([O:58][C:59]([CH3:62])([CH3:61])[CH3:60])=[O:57])[CH2:54][CH2:55]3)=[O:49])=[CH:29][CH:30]=2)[CH2:21]1, predict the reactants needed to synthesize it. (6) The reactants are: [CH2:1]([C:5]1([CH2:31][CH2:32][CH2:33][CH3:34])[C:14]2[C:9](=[CH:10][C:11]([F:15])=[CH:12][CH:13]=2)[C:8]([OH:16])=[C:7]([C:17]2[NH:22][C:21]3[CH:23]=[CH:24][C:25](I)=[CH:26][C:20]=3[S:19](=[O:29])(=[O:28])[N:18]=2)[C:6]1=[O:30])[CH2:2][CH2:3][CH3:4].O1C=C[CH:37]=[C:36]1P(C1OC=CC=1)C1OC=CC=1.C([Sn](CCCC)(CCCC)CCCC)=C.[F-].[K+]. Given the product [CH2:1]([C:5]1([CH2:31][CH2:32][CH2:33][CH3:34])[C:14]2[C:9](=[CH:10][C:11]([F:15])=[CH:12][CH:13]=2)[C:8]([OH:16])=[C:7]([C:17]2[NH:22][C:21]3[CH:23]=[CH:24][C:25]([CH:36]=[CH2:37])=[CH:26][C:20]=3[S:19](=[O:29])(=[O:28])[N:18]=2)[C:6]1=[O:30])[CH2:2][CH2:3][CH3:4], predict the reactants needed to synthesize it.